Predict which catalyst facilitates the given reaction. From a dataset of Catalyst prediction with 721,799 reactions and 888 catalyst types from USPTO. (1) Reactant: [CH2:1]([C:4]1([S:7]([NH:10]C(=O)OC(C)(C)C)(=[O:9])=[O:8])[CH2:6][CH2:5]1)[CH2:2][CH3:3].Cl. Product: [CH2:1]([C:4]1([S:7]([NH2:10])(=[O:9])=[O:8])[CH2:6][CH2:5]1)[CH2:2][CH3:3]. The catalyst class is: 12. (2) Reactant: Cl.[CH3:2][O:3][CH2:4][CH:5]1[CH2:10][CH2:9][CH2:8][NH:7][CH2:6]1.C[O-].[Na+].Cl[C:15]1[C:16]([C:29]2[CH:34]=[CH:33][C:32]([F:35])=[CH:31][CH:30]=2)=[N:17][C:18]2[C:23]([N:24]=1)=[CH:22][C:21]([C:25]([O:27][CH3:28])=[O:26])=[CH:20][CH:19]=2.CS(C)=O. Product: [F:35][C:32]1[CH:31]=[CH:30][C:29]([C:16]2[C:15]([N:7]3[CH2:8][CH2:9][CH2:10][CH:5]([CH2:4][O:3][CH3:2])[CH2:6]3)=[N:24][C:23]3[C:18](=[CH:19][CH:20]=[C:21]([C:25]([O:27][CH3:28])=[O:26])[CH:22]=3)[N:17]=2)=[CH:34][CH:33]=1. The catalyst class is: 46.